Regression. Given two drug SMILES strings and cell line genomic features, predict the synergy score measuring deviation from expected non-interaction effect. From a dataset of NCI-60 drug combinations with 297,098 pairs across 59 cell lines. (1) Drug 1: C1=CC(=CC=C1C#N)C(C2=CC=C(C=C2)C#N)N3C=NC=N3. Drug 2: C1CN1P(=S)(N2CC2)N3CC3. Cell line: UACC62. Synergy scores: CSS=28.3, Synergy_ZIP=-7.96, Synergy_Bliss=-1.04, Synergy_Loewe=-1.23, Synergy_HSA=-0.797. (2) Drug 1: CN1CCC(CC1)COC2=C(C=C3C(=C2)N=CN=C3NC4=C(C=C(C=C4)Br)F)OC. Drug 2: CC1=CC=C(C=C1)C2=CC(=NN2C3=CC=C(C=C3)S(=O)(=O)N)C(F)(F)F. Cell line: EKVX. Synergy scores: CSS=16.9, Synergy_ZIP=-4.69, Synergy_Bliss=-3.83, Synergy_Loewe=-13.2, Synergy_HSA=-1.04. (3) Drug 1: C1CC(C1)(C(=O)O)C(=O)O.[NH2-].[NH2-].[Pt+2]. Drug 2: CN(C(=O)NC(C=O)C(C(C(CO)O)O)O)N=O. Cell line: NCI/ADR-RES. Synergy scores: CSS=-1.78, Synergy_ZIP=0.0292, Synergy_Bliss=-2.56, Synergy_Loewe=-3.93, Synergy_HSA=-5.19. (4) Drug 1: C1CN1P(=S)(N2CC2)N3CC3. Drug 2: CCN(CC)CCNC(=O)C1=C(NC(=C1C)C=C2C3=C(C=CC(=C3)F)NC2=O)C. Cell line: SF-539. Synergy scores: CSS=25.3, Synergy_ZIP=-3.86, Synergy_Bliss=2.85, Synergy_Loewe=3.03, Synergy_HSA=2.00. (5) Drug 1: CCC1=CC2CC(C3=C(CN(C2)C1)C4=CC=CC=C4N3)(C5=C(C=C6C(=C5)C78CCN9C7C(C=CC9)(C(C(C8N6C)(C(=O)OC)O)OC(=O)C)CC)OC)C(=O)OC.C(C(C(=O)O)O)(C(=O)O)O. Drug 2: CC1CCCC2(C(O2)CC(NC(=O)CC(C(C(=O)C(C1O)C)(C)C)O)C(=CC3=CSC(=N3)C)C)C. Cell line: SW-620. Synergy scores: CSS=55.2, Synergy_ZIP=0.448, Synergy_Bliss=-0.163, Synergy_Loewe=-0.0951, Synergy_HSA=-0.400. (6) Drug 1: C1CCC(CC1)NC(=O)N(CCCl)N=O. Drug 2: CC1=C2C(C(=O)C3(C(CC4C(C3C(C(C2(C)C)(CC1OC(=O)C(C(C5=CC=CC=C5)NC(=O)C6=CC=CC=C6)O)O)OC(=O)C7=CC=CC=C7)(CO4)OC(=O)C)O)C)OC(=O)C. Cell line: MCF7. Synergy scores: CSS=29.4, Synergy_ZIP=0.152, Synergy_Bliss=-1.41, Synergy_Loewe=-12.0, Synergy_HSA=1.15. (7) Drug 1: C1CN1P(=S)(N2CC2)N3CC3. Drug 2: C1=CC=C(C(=C1)C(C2=CC=C(C=C2)Cl)C(Cl)Cl)Cl. Cell line: SK-MEL-5. Synergy scores: CSS=19.7, Synergy_ZIP=-7.87, Synergy_Bliss=-4.66, Synergy_Loewe=-7.48, Synergy_HSA=-0.465. (8) Drug 1: CC1OCC2C(O1)C(C(C(O2)OC3C4COC(=O)C4C(C5=CC6=C(C=C35)OCO6)C7=CC(=C(C(=C7)OC)O)OC)O)O. Drug 2: CC1C(C(CC(O1)OC2CC(CC3=C2C(=C4C(=C3O)C(=O)C5=C(C4=O)C(=CC=C5)OC)O)(C(=O)CO)O)N)O.Cl. Cell line: SN12C. Synergy scores: CSS=56.9, Synergy_ZIP=-3.21, Synergy_Bliss=-4.40, Synergy_Loewe=-0.339, Synergy_HSA=1.10. (9) Drug 1: CC(CN1CC(=O)NC(=O)C1)N2CC(=O)NC(=O)C2. Drug 2: C1CN(CCN1C(=O)CCBr)C(=O)CCBr. Cell line: HL-60(TB). Synergy scores: CSS=70.1, Synergy_ZIP=2.05, Synergy_Bliss=3.00, Synergy_Loewe=-4.00, Synergy_HSA=3.19. (10) Drug 1: C1=C(C(=O)NC(=O)N1)F. Cell line: HCC-2998. Synergy scores: CSS=19.7, Synergy_ZIP=-7.40, Synergy_Bliss=-15.9, Synergy_Loewe=-19.9, Synergy_HSA=-18.0. Drug 2: CN(C)C1=NC(=NC(=N1)N(C)C)N(C)C.